Dataset: Full USPTO retrosynthesis dataset with 1.9M reactions from patents (1976-2016). Task: Predict the reactants needed to synthesize the given product. (1) Given the product [NH:1]([C:2]1[CH:3]=[CH:4][C:5]([Cl:11])=[C:6]([CH:10]=1)[C:7]([NH2:9])=[O:8])[NH2:12], predict the reactants needed to synthesize it. The reactants are: [NH2:1][C:2]1[CH:3]=[CH:4][C:5]([Cl:11])=[C:6]([CH:10]=1)[C:7]([NH2:9])=[O:8].[N:12]([O-])=O.[Na+].S(=O)(=O)(O)N.O.O.[Sn](Cl)(Cl)(Cl)Cl.[OH-].[Na+]. (2) Given the product [Cl:38][C:8]1[C:3]([O:2][CH3:1])=[C:4]([CH:11]2[N:16]([CH2:17][C:18]3[CH:23]=[CH:22][CH:21]=[C:20]([C:24]4[N:25]=[C:26]([CH3:29])[S:27][CH:28]=4)[CH:19]=3)[C:15](=[O:30])[CH2:14][CH2:13][CH2:12]2)[C:5]([O:9][CH3:10])=[CH:6][CH:7]=1, predict the reactants needed to synthesize it. The reactants are: [CH3:1][O:2][C:3]1[CH:8]=[CH:7][CH:6]=[C:5]([O:9][CH3:10])[C:4]=1[CH:11]1[N:16]([CH2:17][C:18]2[CH:23]=[CH:22][CH:21]=[C:20]([C:24]3[N:25]=[C:26]([CH3:29])[S:27][CH:28]=3)[CH:19]=2)[C:15](=[O:30])[CH2:14][CH2:13][CH2:12]1.C1C(=O)N([Cl:38])C(=O)C1.O.CCOC(C)=O. (3) Given the product [NH2:8][C:5]1[C:4]([NH:9][C:23]([C@@H:18]2[CH2:19][C@H:20]([CH3:22])[CH2:21][N:17]2[C:15]([O:14][C:10]([CH3:11])([CH3:13])[CH3:12])=[O:16])=[O:24])=[CH:3][C:2]([Br:1])=[CH:7][N:6]=1, predict the reactants needed to synthesize it. The reactants are: [Br:1][C:2]1[CH:3]=[C:4]([NH2:9])[C:5]([NH2:8])=[N:6][CH:7]=1.[C:10]([O:14][C:15]([N:17]1[CH2:21][C@@H:20]([CH3:22])[CH2:19][C@H:18]1[C:23](O)=[O:24])=[O:16])([CH3:13])([CH3:12])[CH3:11].N1C(C)=CC(C)=CC=1C.CN(C(ON1N=NC2C=CC=NC1=2)=[N+](C)C)C.F[P-](F)(F)(F)(F)F. (4) The reactants are: BrCCBr.C[Si](Cl)(C)C.[CH3:10][O:11][C:12](=[O:21])/[C:13](/I)=[CH:14]\[CH:15]1[CH2:19][CH2:18][CH2:17][CH2:16]1.C1(P(C2C=CC=CC=2)C2C=CC=CC=2)C=CC=CC=1.[Cl:41][C:42]1[CH:47]=[C:46](I)[CH:45]=[CH:44][C:43]=1[N:49]1[C:53]([CH3:54])=[N:52][N:51]=[N:50]1.[Cl-].[NH4+]. Given the product [CH3:10][O:11][C:12](=[O:21])/[C:13](/[C:46]1[CH:45]=[CH:44][C:43]([N:49]2[C:53]([CH3:54])=[N:52][N:51]=[N:50]2)=[C:42]([Cl:41])[CH:47]=1)=[CH:14]/[CH:15]1[CH2:19][CH2:18][CH2:17][CH2:16]1, predict the reactants needed to synthesize it. (5) Given the product [CH3:17][C:7]1[C:6]2[CH:5]=[C:4]([C:18]#[N:19])[CH:3]=[C:2]([C:25]3[CH:26]=[CH:27][C:22]([C:21]([F:32])([F:31])[F:20])=[CH:23][CH:24]=3)[C:10]=2[N:9]2[CH2:11][CH2:12][CH2:13][NH:14][C:15](=[O:16])[C:8]=12, predict the reactants needed to synthesize it. The reactants are: Br[C:2]1[C:10]2[N:9]3[CH2:11][CH2:12][CH2:13][NH:14][C:15](=[O:16])[C:8]3=[C:7]([CH3:17])[C:6]=2[CH:5]=[C:4]([C:18]#[N:19])[CH:3]=1.[F:20][C:21]([F:32])([F:31])[C:22]1[CH:27]=[CH:26][C:25](B(O)O)=[CH:24][CH:23]=1. (6) Given the product [Cl:48][C:16]1[CH:15]=[C:14]([NH:13][S:9]([CH3:8])(=[O:11])=[O:10])[CH:19]=[CH:18][C:17]=1[NH:20][C:21]([N:23]1[CH2:28][CH2:27][N:26]([C:29]2[CH:34]=[CH:33][C:32]([NH:35][C:36]([NH:38][C:39]3[CH:44]=[C:43]([CH3:45])[CH:42]=[CH:41][C:40]=3[O:46][CH3:47])=[O:37])=[CH:31][CH:30]=2)[CH2:25][CH2:24]1)=[O:22], predict the reactants needed to synthesize it. The reactants are: C(N(CC)CC)C.[CH3:8][S:9](Cl)(=[O:11])=[O:10].[NH2:13][C:14]1[CH:19]=[CH:18][C:17]([NH:20][C:21]([N:23]2[CH2:28][CH2:27][N:26]([C:29]3[CH:34]=[CH:33][C:32]([NH:35][C:36]([NH:38][C:39]4[CH:44]=[C:43]([CH3:45])[CH:42]=[CH:41][C:40]=4[O:46][CH3:47])=[O:37])=[CH:31][CH:30]=3)[CH2:25][CH2:24]2)=[O:22])=[C:16]([Cl:48])[CH:15]=1.